From a dataset of Catalyst prediction with 721,799 reactions and 888 catalyst types from USPTO. Predict which catalyst facilitates the given reaction. (1) Reactant: [CH3:1][C:2]1(C(N)=O)[C:12]2=[C:13]3[C:8](=[CH:9][CH:10]=[CH:11]2)[CH:7]=[CH:6][CH:5]=[C:4]3[CH2:3]1.FC(F)(F)C(OI(C1C=CC=CC=1)OC(=O)C(F)(F)F)=O.C(=O)(O)[O-].[Na+].CC#[N:45]. Product: [CH3:1][C:2]1([NH2:45])[C:12]2=[C:13]3[C:8](=[CH:9][CH:10]=[CH:11]2)[CH:7]=[CH:6][CH:5]=[C:4]3[CH2:3]1. The catalyst class is: 6. (2) The catalyst class is: 2. Product: [P:1]([OH:3])([OH:8])([O:13][CH2:14][N:15]1[CH:19]=[N:18][C:17]([C:20]2[CH:25]=[CH:24][C:23]([C:26]3[CH:27]=[N:28][N:29]4[CH:34]=[CH:33][C:32]([N:35]5[C@@H:39]([C:40]6[CH:45]=[CH:44][CH:43]=[CH:42][N:41]=6)[CH2:38][O:37][C:36]5=[O:46])=[N:31][C:30]=34)=[CH:22][C:21]=2[F:47])=[N:16]1)=[O:2]. Reactant: [P:1]([O:13][CH2:14][N:15]1[CH:19]=[N:18][C:17]([C:20]2[CH:25]=[CH:24][C:23]([C:26]3[CH:27]=[N:28][N:29]4[CH:34]=[CH:33][C:32]([N:35]5[C@@H:39]([C:40]6[CH:45]=[CH:44][CH:43]=[CH:42][N:41]=6)[CH2:38][O:37][C:36]5=[O:46])=[N:31][C:30]=34)=[CH:22][C:21]=2[F:47])=[N:16]1)([O:8]C(C)(C)C)([O:3]C(C)(C)C)=[O:2].C(O)(C(F)(F)F)=O. (3) Reactant: [C:1]([C:3]1[CH:4]=[C:5]([NH:9][C:10]2[C:11]3[CH:19]=[C:18]([NH:20]CC4C=CC(OC)=CC=4)[N:17]=[CH:16][C:12]=3[N:13]=[CH:14][N:15]=2)[CH:6]=[CH:7][CH:8]=1)#[CH:2].FC(F)(F)C(O)=O.C1(OC)C=CC=CC=1. Product: [C:1]([C:3]1[CH:4]=[C:5]([NH:9][C:10]2[C:11]3[CH:19]=[C:18]([NH2:20])[N:17]=[CH:16][C:12]=3[N:13]=[CH:14][N:15]=2)[CH:6]=[CH:7][CH:8]=1)#[CH:2]. The catalyst class is: 2. (4) The catalyst class is: 11. Reactant: Br[C:2]1[CH:7]=[CH:6][C:5]([CH:8]([C:13]2[CH:18]=[CH:17][CH:16]=[CH:15][CH:14]=2)[C:9]([O:11][CH3:12])=[O:10])=[CH:4][CH:3]=1.[CH2:19]([O:21][P:22]([O-:26])[O:23][CH2:24][CH3:25])[CH3:20].C(N(CC)CC)C. Product: [CH3:12][O:11][C:9]([CH:8]([C:13]1[CH:18]=[CH:17][CH:16]=[CH:15][CH:14]=1)[C:5]1[CH:6]=[CH:7][C:2]([P:22](=[O:26])([O:23][CH2:24][CH3:25])[O:21][CH2:19][CH3:20])=[CH:3][CH:4]=1)=[O:10]. (5) Reactant: [NH:1]1[C:9]2[C:4](=[CH:5][CH:6]=[CH:7][CH:8]=2)[CH:3]=[CH:2]1.[H-].[Na+].[S:12](Cl)([C:15]1[CH:21]=[CH:20][C:18]([CH3:19])=[CH:17][CH:16]=1)(=[O:14])=[O:13].Cl. Product: [S:12]([N:1]1[C:9]2[C:4](=[CH:5][CH:6]=[CH:7][CH:8]=2)[CH:3]=[CH:2]1)([C:15]1[CH:21]=[CH:20][C:18]([CH3:19])=[CH:17][CH:16]=1)(=[O:14])=[O:13]. The catalyst class is: 3. (6) Reactant: C(OC([N:8]([CH3:36])[C@H:9]([C:11]([NH:13][C@@H:14]([CH:30]1[CH2:35][CH2:34][CH2:33][CH2:32][CH2:31]1)[C:15]([N:17]1[C@H:22]([C:23]([O:25]C)=O)[CH2:21][N:20]2[CH2:27][CH2:28][CH2:29][C@@H:19]2[CH2:18]1)=[O:16])=[O:12])[CH3:10])=O)(C)(C)C.O.[OH-].[Li+].[CH3:40][C:41]1[CH:46]=[CH:45][CH:44]=[CH:43][C:42]=1[CH2:47][NH2:48].[Cl-:49].COC1N=C(OC)N=C([N+]2(C)CCOCC2)N=1.C(OCC)(=O)C.Cl.C(=O)([O-])O.[Na+]. Product: [ClH:49].[ClH:49].[CH:30]1([C@H:14]([NH:13][C:11](=[O:12])[C@H:9]([CH3:10])[NH:8][CH3:36])[C:15]([N:17]2[C@H:22]([C:23]([NH:48][CH2:47][C:42]3[CH:43]=[CH:44][CH:45]=[CH:46][C:41]=3[CH3:40])=[O:25])[CH2:21][N:20]3[CH2:27][CH2:28][CH2:29][C@@H:19]3[CH2:18]2)=[O:16])[CH2:31][CH2:32][CH2:33][CH2:34][CH2:35]1. The catalyst class is: 253. (7) Reactant: [C:1]([O:5][C:6]([N:8]([C:35]1[CH:40]=[CH:39][C:38]([O:41][CH2:42][CH3:43])=[CH:37][CH:36]=1)[C:9]1[N:14]2[N:15]=[CH:16][CH:17]=[C:13]2[N:12]=[C:11]([NH:18][C@H:19]2[CH2:24][CH2:23][CH2:22][N:21]([C:25]([O:27][C:28]([CH3:31])([CH3:30])[CH3:29])=[O:26])[CH2:20]2)[C:10]=1[CH2:32][CH2:33][OH:34])=[O:7])([CH3:4])([CH3:3])[CH3:2].C(N(CC)CC)C.[CH3:51][S:52](Cl)(=[O:54])=[O:53].Cl. Product: [C:1]([O:5][C:6]([N:8]([C:35]1[CH:36]=[CH:37][C:38]([O:41][CH2:42][CH3:43])=[CH:39][CH:40]=1)[C:9]1[N:14]2[N:15]=[CH:16][CH:17]=[C:13]2[N:12]=[C:11]([NH:18][C@H:19]2[CH2:24][CH2:23][CH2:22][N:21]([C:25]([O:27][C:28]([CH3:29])([CH3:31])[CH3:30])=[O:26])[CH2:20]2)[C:10]=1[CH2:32][CH2:33][O:34][S:52]([CH3:51])(=[O:54])=[O:53])=[O:7])([CH3:2])([CH3:3])[CH3:4]. The catalyst class is: 2.